From a dataset of Forward reaction prediction with 1.9M reactions from USPTO patents (1976-2016). Predict the product of the given reaction. (1) Given the reactants Cl.[Br:2][C:3]1[CH:4]=[C:5]([NH:9][NH2:10])[CH:6]=[CH:7][CH:8]=1.ClC1C=C(N2[C:23]([C:24]3[CH:29]=[C:28](F)[CH:27]=[C:26]([Cl:31])[CH:25]=3)=[CH:22][C:21]([C:32]([O:34][CH2:35][CH3:36])=[O:33])=N2)C=CC=1F, predict the reaction product. The product is: [Br:2][C:3]1[CH:4]=[C:5]([N:9]2[C:23]([C:24]3[CH:29]=[CH:28][CH:27]=[C:26]([Cl:31])[CH:25]=3)=[CH:22][C:21]([C:32]([O:34][CH2:35][CH3:36])=[O:33])=[N:10]2)[CH:6]=[CH:7][CH:8]=1. (2) Given the reactants [O:1]1[CH:5]=[CH:4][C:3]([N:6]2[CH:11]=[CH:10][C:9]([CH2:12][NH:13]C(=O)OC(C)(C)C)=[CH:8][C:7]2=[O:21])=[CH:2]1.Cl, predict the reaction product. The product is: [NH2:13][CH2:12][C:9]1[CH:10]=[CH:11][N:6]([C:3]2[CH:4]=[CH:5][O:1][CH:2]=2)[C:7](=[O:21])[CH:8]=1.